This data is from Reaction yield outcomes from USPTO patents with 853,638 reactions. The task is: Predict the reaction yield, written as a fraction of the theoretical maximum amount of product (1.0 means a 100% yield; for example, 0.34 means a 34% yield). (1) The reactants are [F:1][C:2]1[CH:7]=[CH:6][C:5]([F:8])=[CH:4][C:3]=1[C@H:9]1[CH2:13][CH2:12][CH2:11][N:10]1[C:14]1[CH:19]=[CH:18][N:17]2[N:20]=[CH:21][C:22](/[CH:23]=[CH:24]/[C:25]([N:27]3[CH2:32][CH2:31][N:30](C(OC(C)(C)C)=O)[CH2:29][CH2:28]3)=[O:26])=[C:16]2[N:15]=1.C(O)(C(F)(F)F)=O. The catalyst is C(Cl)Cl. The product is [F:1][C:2]1[CH:7]=[CH:6][C:5]([F:8])=[CH:4][C:3]=1[C@H:9]1[CH2:13][CH2:12][CH2:11][N:10]1[C:14]1[CH:19]=[CH:18][N:17]2[N:20]=[CH:21][C:22](/[CH:23]=[CH:24]/[C:25]([N:27]3[CH2:28][CH2:29][NH:30][CH2:31][CH2:32]3)=[O:26])=[C:16]2[N:15]=1. The yield is 0.650. (2) The reactants are [Cl:1][C:2]1[CH:7]=[CH:6][C:5]([C@@H:8]2[CH2:13][C@H:12]([C:14]3[O:18][NH:17][C:16](=[O:19])[CH:15]=3)[CH2:11][CH2:10][N:9]2C(OC)=O)=[CH:4][CH:3]=1.Br. No catalyst specified. The product is [Cl:1][C:2]1[CH:7]=[CH:6][C:5]([C@@H:8]2[CH2:13][C@H:12]([C:14]3[O:18][NH:17][C:16](=[O:19])[CH:15]=3)[CH2:11][CH2:10][NH:9]2)=[CH:4][CH:3]=1. The yield is 0.520. (3) The reactants are [C:1]([C:3]([C:6]1[CH:7]=[C:8]([CH:30]=[CH:31][CH:32]=1)[C:9]([NH:11][C:12]1[CH:17]=[CH:16][C:15]([O:18][CH3:19])=[C:14]([O:20][C:21]2[CH:26]=[CH:25][C:24]([N+:27]([O-])=O)=[CH:23][CH:22]=2)[CH:13]=1)=[O:10])([CH3:5])[CH3:4])#[N:2].O1CCCC1. The catalyst is CO.[C].[Pd]. The product is [NH2:27][C:24]1[CH:23]=[CH:22][C:21]([O:20][C:14]2[CH:13]=[C:12]([NH:11][C:9](=[O:10])[C:8]3[CH:30]=[CH:31][CH:32]=[C:6]([C:3]([C:1]#[N:2])([CH3:5])[CH3:4])[CH:7]=3)[CH:17]=[CH:16][C:15]=2[O:18][CH3:19])=[CH:26][CH:25]=1. The yield is 0.660. (4) The reactants are [Cl:1][C:2]1[CH:7]=[C:6]([O:8][CH3:9])[CH:5]=[C:4]([Cl:10])[C:3]=1[C:11]1[C:15]([CH3:16])=[N:14][NH:13][C:12]=1[NH2:17].[C:18](OC)(=O)[CH2:19][C:20](C)=[O:21]. The catalyst is C(O)(=O)C.C(OCC)C. The product is [Cl:10][C:4]1[CH:5]=[C:6]([O:8][CH3:9])[CH:7]=[C:2]([Cl:1])[C:3]=1[C:11]1[C:15]([CH3:16])=[N:14][N:13]2[C:20](=[O:21])[CH:19]=[CH:18][NH:17][C:12]=12. The yield is 0.770.